This data is from Full USPTO retrosynthesis dataset with 1.9M reactions from patents (1976-2016). The task is: Predict the reactants needed to synthesize the given product. (1) The reactants are: [BH4-].[Na+].[NH:3]1[CH:7]=[CH:6][CH:5]=[CH:4]1.[C:8]1([S:14](Cl)(=[O:16])=[O:15])[CH:13]=[CH:12][CH:11]=[CH:10][CH:9]=1.[OH-].[Na+]. Given the product [C:8]1([S:14]([N:3]2[CH:7]=[CH:6][CH:5]=[CH:4]2)(=[O:16])=[O:15])[CH:13]=[CH:12][CH:11]=[CH:10][CH:9]=1, predict the reactants needed to synthesize it. (2) The reactants are: [NH:1]1[C:9]2[C:4](=[C:5]([C:10]3[CH:18]=[C:17]4[C:13]([CH:14]=[N:15][N:16]4[S:19]([C:22]4[CH:27]=[CH:26][CH:25]=[CH:24][CH:23]=4)(=[O:21])=[O:20])=[C:12]([C:28]4[NH:32][N:31]=NN=4)[CH:11]=3)[CH:6]=[CH:7][CH:8]=2)[CH:3]=[CH:2]1.[Cl:33][CH2:34][C:35](Cl)=[O:36]. Given the product [Cl:33][CH2:34][C:35]1[O:36][C:28]([C:12]2[CH:11]=[C:10]([C:5]3[CH:6]=[CH:7][CH:8]=[C:9]4[C:4]=3[CH:3]=[CH:2][NH:1]4)[CH:18]=[C:17]3[C:13]=2[CH:14]=[N:15][N:16]3[S:19]([C:22]2[CH:23]=[CH:24][CH:25]=[CH:26][CH:27]=2)(=[O:20])=[O:21])=[N:32][N:31]=1, predict the reactants needed to synthesize it.